Dataset: Full USPTO retrosynthesis dataset with 1.9M reactions from patents (1976-2016). Task: Predict the reactants needed to synthesize the given product. (1) Given the product [NH2:1][C:2]1[C:7]([NH:21][CH:18]2[CH2:17][CH2:16][N:15]([C:13]([O:12][CH2:10][CH3:11])=[O:14])[CH2:20][CH2:19]2)=[N:6][C:5]([Br:9])=[CH:4][N:3]=1, predict the reactants needed to synthesize it. The reactants are: [NH2:1][C:2]1[C:7](Br)=[N:6][C:5]([Br:9])=[CH:4][N:3]=1.[CH2:10]([O:12][C:13]([N:15]1[CH2:20][CH2:19][CH:18]([NH2:21])[CH2:17][CH2:16]1)=[O:14])[CH3:11]. (2) Given the product [Cl:5][C:6]1[CH:7]=[C:8]2[C:13](=[CH:14][CH:15]=1)[C:12](=[O:16])[N:11]([C:17]1[CH:18]=[N:19][CH:20]=[C:21]([CH2:23][Cl:3])[CH:22]=1)[CH2:10][CH2:9]2, predict the reactants needed to synthesize it. The reactants are: S(Cl)([Cl:3])=O.[Cl:5][C:6]1[CH:7]=[C:8]2[C:13](=[CH:14][CH:15]=1)[C:12](=[O:16])[N:11]([C:17]1[CH:18]=[N:19][CH:20]=[C:21]([CH2:23]O)[CH:22]=1)[CH2:10][CH2:9]2. (3) Given the product [NH2:21][C:11]1[CH:12]=[CH:13][C:14]([C:16]2[NH:17][CH:18]=[CH:19][CH:20]=2)=[CH:15][C:10]=1[NH:9][C:7](=[O:8])[C:6]1[CH:24]=[CH:25][C:3]([O:2][CH3:1])=[CH:4][CH:5]=1, predict the reactants needed to synthesize it. The reactants are: [CH3:1][O:2][C:3]1[CH:25]=[CH:24][C:6]([C:7]([NH:9][C:10]2[CH:15]=[C:14]([C:16]3[NH:17][CH:18]=[CH:19][CH:20]=3)[CH:13]=[CH:12][C:11]=2[N+:21]([O-])=O)=[O:8])=[CH:5][CH:4]=1.C1COCC1.O.O.[Sn](Cl)Cl.C([O-])(=O)C.[NH4+]. (4) Given the product [CH3:27][N:24]1[C:23]2[CH:28]=[CH:29][C:20]([C:7]3[CH:8]=[CH:9][C:10]([C:11]([OH:13])=[O:12])=[CH:14][CH:15]=3)=[CH:21][C:22]=2[N:26]=[CH:25]1, predict the reactants needed to synthesize it. The reactants are: CC1(C)OB([C:7]2[CH:15]=[CH:14][C:10]([C:11]([OH:13])=[O:12])=[CH:9][CH:8]=2)OC1(C)C.Br[C:20]1[CH:29]=[CH:28][C:23]2[N:24]([CH3:27])[CH:25]=[N:26][C:22]=2[CH:21]=1.C(=O)([O-])[O-].[Na+].[Na+].O. (5) Given the product [C:20]([N:18]([CH3:19])[S:17]([C:14]1[CH:15]=[CH:16][C:11]([C:8]2[CH:9]=[CH:10][C:5]([C:3]([OH:4])=[O:2])=[CH:6][CH:7]=2)=[CH:12][CH:13]=1)(=[O:25])=[O:24])([CH3:23])([CH3:22])[CH3:21], predict the reactants needed to synthesize it. The reactants are: C[O:2][C:3]([C:5]1[CH:10]=[CH:9][C:8]([C:11]2[CH:16]=[CH:15][C:14]([S:17](=[O:25])(=[O:24])[N:18]([C:20]([CH3:23])([CH3:22])[CH3:21])[CH3:19])=[CH:13][CH:12]=2)=[CH:7][CH:6]=1)=[O:4].O[Li].O. (6) Given the product [OH:22][C@H:19]1[CH2:20][CH2:21][C@@H:17]([NH:16][C:9](=[O:10])[O:11][C:12]([CH3:13])([CH3:14])[CH3:15])[CH2:18]1, predict the reactants needed to synthesize it. The reactants are: [C:9](O[C:9]([O:11][C:12]([CH3:15])([CH3:14])[CH3:13])=[O:10])([O:11][C:12]([CH3:15])([CH3:14])[CH3:13])=[O:10].[NH2:16][C@@H:17]1[CH2:21][CH2:20][C@H:19]([OH:22])[CH2:18]1.C(N(CC)CC)C. (7) Given the product [F:1][C:2]1[C:20]([N:34]2[CH2:33][CH2:32][N:31]([C:27]3[CH:28]=[CH:29][CH:30]=[C:25]([CH2:24][S:23][CH3:22])[CH:26]=3)[CH2:36][CH2:35]2)=[CH:19][C:5]2=[N:6][C:7]3[N:8]([CH3:18])[CH:9]=[C:10]([C:15]([OH:17])=[O:16])[C:11](=[O:14])[C:12]=3[CH:13]=[C:4]2[CH:3]=1, predict the reactants needed to synthesize it. The reactants are: [F:1][C:2]1[C:20](F)=[CH:19][C:5]2=[N:6][C:7]3[N:8]([CH3:18])[CH:9]=[C:10]([C:15]([OH:17])=[O:16])[C:11](=[O:14])[C:12]=3[CH:13]=[C:4]2[CH:3]=1.[CH3:22][S:23][CH2:24][C:25]1[CH:26]=[C:27]([N:31]2[CH2:36][CH2:35][NH:34][CH2:33][CH2:32]2)[CH:28]=[CH:29][CH:30]=1. (8) Given the product [C:1]([C:5]1[CH:6]=[CH:7][C:8]([O:9][CH2:10][C:11]([NH:17][CH2:18][C:19]2[CH:20]=[CH:21][C:22]([NH:25][S:26]([CH2:29][CH3:30])(=[O:28])=[O:27])=[CH:23][CH:24]=2)=[O:13])=[CH:14][CH:15]=1)([CH3:2])([CH3:3])[CH3:4], predict the reactants needed to synthesize it. The reactants are: [C:1]([C:5]1[CH:15]=[CH:14][C:8]([O:9][CH2:10][C:11]([OH:13])=O)=[CH:7][CH:6]=1)([CH3:4])([CH3:3])[CH3:2].Cl.[NH2:17][CH2:18][C:19]1[CH:24]=[CH:23][C:22]([NH:25][S:26]([CH2:29][CH3:30])(=[O:28])=[O:27])=[CH:21][CH:20]=1.Cl.C(N=C=NCCCN(C)C)C.C(N(CC)CC)C. (9) Given the product [F:1][CH:2]([CH2:27][CH3:28])[CH2:3][N:4]1[CH2:9][CH2:8][CH:7]([CH2:10][O:11][C:12]2[CH:17]=[CH:16][C:15]([C:18]3[CH:23]=[CH:22][C:21]([C:24]([N:29]4[CH2:34][CH2:33][CH2:32][CH:31]([OH:35])[CH2:30]4)=[O:25])=[CH:20][CH:19]=3)=[CH:14][CH:13]=2)[CH2:6][CH2:5]1, predict the reactants needed to synthesize it. The reactants are: [F:1][CH:2]([CH2:27][CH3:28])[CH2:3][N:4]1[CH2:9][CH2:8][CH:7]([CH2:10][O:11][C:12]2[CH:17]=[CH:16][C:15]([C:18]3[CH:23]=[CH:22][C:21]([C:24](O)=[O:25])=[CH:20][CH:19]=3)=[CH:14][CH:13]=2)[CH2:6][CH2:5]1.[NH:29]1[CH2:34][CH2:33][CH2:32][CH:31]([OH:35])[CH2:30]1.C1CN([P+](ON2N=NC3C=CC=CC2=3)(N2CCCC2)N2CCCC2)CC1.F[P-](F)(F)(F)(F)F.CCN(C(C)C)C(C)C.